Dataset: Full USPTO retrosynthesis dataset with 1.9M reactions from patents (1976-2016). Task: Predict the reactants needed to synthesize the given product. (1) Given the product [C:1]([O:5][C:6]([N:8]1[CH2:13][CH2:12][CH:11]([C:14]2[N:18]([C:19]3[CH:24]=[CH:23][C:22]([CH:25]([CH3:26])[CH3:27])=[CH:21][CH:20]=3)[N:17]=[CH:16][C:15]=2[C:28]([OH:30])=[O:29])[CH2:10][CH2:9]1)=[O:7])([CH3:2])([CH3:4])[CH3:3], predict the reactants needed to synthesize it. The reactants are: [C:1]([O:5][C:6]([N:8]1[CH2:13][CH2:12][CH:11]([C:14]2[N:18]([C:19]3[CH:24]=[CH:23][C:22]([CH:25]([CH3:27])[CH3:26])=[CH:21][CH:20]=3)[N:17]=[CH:16][C:15]=2[C:28]([O:30]CC)=[O:29])[CH2:10][CH2:9]1)=[O:7])([CH3:4])([CH3:3])[CH3:2].[OH-].[Na+]. (2) The reactants are: [CH3:1][O:2][C:3]1[CH:4]=[C:5]([CH2:11][C:12](=O)[CH3:13])[CH:6]=[CH:7][C:8]=1[O:9][CH3:10].Cl.[CH2:16]([O:18][NH2:19])[CH3:17].C([O-])([O-])=O.[Na+].[Na+]. Given the product [CH3:13][CH:12]([NH:19][O:18][CH2:16][CH3:17])[CH2:11][C:5]1[CH:6]=[CH:7][C:8]([O:9][CH3:10])=[C:3]([O:2][CH3:1])[CH:4]=1, predict the reactants needed to synthesize it.